From a dataset of Catalyst prediction with 721,799 reactions and 888 catalyst types from USPTO. Predict which catalyst facilitates the given reaction. (1) Reactant: [CH3:1][O:2][C:3]1[CH:8]=[CH:7][C:6]([NH:9][NH2:10])=[CH:5][CH:4]=1.[CH3:11][C:12]([CH3:19])([CH3:18])[C:13](=O)[CH2:14][C:15]#[N:16]. Product: [C:12]([C:13]1[CH:14]=[C:15]([NH2:16])[N:9]([C:6]2[CH:7]=[CH:8][C:3]([O:2][CH3:1])=[CH:4][CH:5]=2)[N:10]=1)([CH3:19])([CH3:18])[CH3:11]. The catalyst class is: 361. (2) Reactant: [O:1]([C:8]1[CH:13]=[CH:12][C:11]([CH2:14][NH:15][C:16](=[O:25])[C:17]2[CH:22]=[CH:21][C:20]([CH3:23])=[N:19][C:18]=2Cl)=[CH:10][CH:9]=1)[C:2]1[CH:7]=[CH:6][CH:5]=[CH:4][CH:3]=1.[NH3:26]. Product: [O:1]([C:8]1[CH:13]=[CH:12][C:11]([CH2:14][NH:15][C:16](=[O:25])[C:17]2[CH:22]=[CH:21][C:20]([CH3:23])=[N:19][C:18]=2[NH2:26])=[CH:10][CH:9]=1)[C:2]1[CH:7]=[CH:6][CH:5]=[CH:4][CH:3]=1. The catalyst class is: 12. (3) Reactant: [C:1]([NH:7][C:8](=[O:30])[NH:9][C:10]1[N:15]=[CH:14][C:13]([O:16][C:17]2[CH:22]=[CH:21][N:20]=[C:19]([NH:23][C:24](=[O:29])OC(C)=C)[CH:18]=2)=[CH:12][CH:11]=1)(=[O:6])[C:2]([CH3:5])([CH3:4])[CH3:3].Cl.Cl.[CH3:33][N:34]([CH3:39])[CH:35]1[CH2:38][NH:37][CH2:36]1.CN1CCCC1. Product: [CH3:33][N:34]([CH3:39])[CH:35]1[CH2:38][N:37]([C:24]([NH:23][C:19]2[CH:18]=[C:17]([O:16][C:13]3[CH:14]=[N:15][C:10]([NH:9][C:8]([NH:7][C:1](=[O:6])[C:2]([CH3:4])([CH3:5])[CH3:3])=[O:30])=[CH:11][CH:12]=3)[CH:22]=[CH:21][N:20]=2)=[O:29])[CH2:36]1. The catalyst class is: 12. (4) Reactant: [C:1]([CH:3]1[CH2:8][CH2:7][N:6]([C:9](=[O:44])[C@H:10]([NH:14][C:15]([C:17]2[C:25]3[C:20](=[N:21][CH:22]=[C:23]([C:26]4[N:27]=[N:28][N:29]([CH:31]5[CH2:35][CH2:34][CH2:33][CH2:32]5)[CH:30]=4)[N:24]=3)[N:19](COCC[Si](C)(C)C)[CH:18]=2)=[O:16])[CH:11]2[CH2:13][CH2:12]2)[CH2:5][CH2:4]1)#[N:2].C(O)(C(F)(F)F)=O. Product: [C:1]([CH:3]1[CH2:8][CH2:7][N:6]([C:9](=[O:44])[C@H:10]([NH:14][C:15]([C:17]2[C:25]3[C:20](=[N:21][CH:22]=[C:23]([C:26]4[N:27]=[N:28][N:29]([CH:31]5[CH2:35][CH2:34][CH2:33][CH2:32]5)[CH:30]=4)[N:24]=3)[NH:19][CH:18]=2)=[O:16])[CH:11]2[CH2:12][CH2:13]2)[CH2:5][CH2:4]1)#[N:2]. The catalyst class is: 2. (5) Product: [Br:17][C:15]1[S:16][C:10]2[C:9]([CH3:19])([CH3:18])[N:8]([CH2:7][CH2:6][N:27]3[CH2:28][C:22]4([CH2:20][CH2:21]4)[CH2:23][O:24][CH2:25][CH2:26]3)[C:12](=[O:13])[C:11]=2[CH:14]=1. The catalyst class is: 31. Reactant: CS(O[CH2:6][CH2:7][N:8]1[C:12](=[O:13])[C:11]2[CH:14]=[C:15]([Br:17])[S:16][C:10]=2[C:9]1([CH3:19])[CH3:18])(=O)=O.[CH2:20]1[C:22]2([CH2:28][NH:27][CH2:26][CH2:25][O:24][CH2:23]2)[CH2:21]1. (6) Reactant: [C:1]([NH:24][C@@H](C)C(O)=O)(=[O:23])[CH2:2][CH2:3]/[CH:4]=[CH:5]\[CH2:6]/[CH:7]=[CH:8]\[CH2:9]/[CH:10]=[CH:11]\[CH2:12]/[CH:13]=[CH:14]\[CH2:15]/[CH:16]=[CH:17]\[CH2:18]/[CH:19]=[CH:20]\CC.CN(C(ON1N=NC2C=CC=NC1=2)=[N+](C)C)C.F[P-](F)(F)(F)(F)F.CCN(C(C)C)C(C)C. Product: [C:1]([NH2:24])(=[O:23])[CH2:2][CH2:3][CH2:4][CH:5]=[CH:6][CH2:7][CH:8]=[CH:9][CH2:10][CH:11]=[CH:12][CH2:13][CH:14]=[CH:15][CH2:16][CH:17]=[CH:18][CH2:19][CH3:20]. The catalyst class is: 210. (7) Reactant: [H-].[Na+].[F:3][C:4]1[CH:10]=[C:9]([F:11])[CH:8]=[CH:7][C:5]=1[NH2:6].F[C:13]1[CH:14]=[CH:15][C:16]2[C:22](=[O:23])[C:21]3[CH:24]=[CH:25][CH:26]=[CH:27][C:20]=3[CH2:19][O:18][C:17]=2[CH:28]=1. Product: [F:3][C:4]1[CH:10]=[C:9]([F:11])[CH:8]=[CH:7][C:5]=1[NH:6][C:13]1[CH:14]=[CH:15][C:16]2[C:22](=[O:23])[C:21]3[CH:24]=[CH:25][CH:26]=[CH:27][C:20]=3[CH2:19][O:18][C:17]=2[CH:28]=1. The catalyst class is: 9.